Dataset: Forward reaction prediction with 1.9M reactions from USPTO patents (1976-2016). Task: Predict the product of the given reaction. Given the reactants C([S@@](N[C@@H](C1C=CC=CC=1)C(F)(F)C(OCC)=O)=O)(C)(C)C.Br[CH2:24][C:25]([O:27][CH3:28])=[O:26].C(=N/[S@](C(C)(C)C)=O)\C1C=CC=CC=1.[F:43][C:44]1[CH:45]=[C:46](/[C:50](=[N:52]/[S@:53]([C:55]([CH3:58])([CH3:57])[CH3:56])=[O:54])/[CH3:51])[CH:47]=[CH:48][CH:49]=1, predict the reaction product. The product is: [C:55]([S@@:53]([NH:52][C@:50]([C:46]1[CH:47]=[CH:48][CH:49]=[C:44]([F:43])[CH:45]=1)([CH3:51])[CH2:24][C:25]([O:27][CH3:28])=[O:26])=[O:54])([CH3:56])([CH3:57])[CH3:58].